The task is: Predict the product of the given reaction.. This data is from Forward reaction prediction with 1.9M reactions from USPTO patents (1976-2016). (1) Given the reactants [C:1](#[N:3])[CH3:2].[H-].[Na+].[N:6]1([CH2:12][C:13]2[CH:22]=[CH:21][C:16]([C:17]([O:19]C)=O)=[CH:15][CH:14]=2)[CH2:11][CH2:10][O:9][CH2:8][CH2:7]1, predict the reaction product. The product is: [N:6]1([CH2:12][C:13]2[CH:14]=[CH:15][C:16]([C:17](=[O:19])[CH2:2][C:1]#[N:3])=[CH:21][CH:22]=2)[CH2:7][CH2:8][O:9][CH2:10][CH2:11]1. (2) Given the reactants C(N(CC)CC)C.Br[C:9]1[CH:10]=[C:11]([CH:20]=[C:21]([Cl:23])[CH:22]=1)[CH2:12][O:13][C:14]1[CH:15]=[N:16][CH:17]=[CH:18][CH:19]=1.[CH:24]([C:26]1[CH:31]=[CH:30][C:29]([N:32]2[CH2:37][CH2:36][N:35]([C:38](=[O:40])[CH3:39])[CH2:34][CH2:33]2)=[CH:28][CH:27]=1)=[CH2:25].C1C=CC(P(C2C=CC=CC=2)C2C=CC=CC=2)=CC=1, predict the reaction product. The product is: [Cl:23][C:21]1[CH:22]=[C:9]([CH:10]=[C:11]([CH2:12][O:13][C:14]2[CH:15]=[N:16][CH:17]=[CH:18][CH:19]=2)[CH:20]=1)/[CH:25]=[CH:24]/[C:26]1[CH:27]=[CH:28][C:29]([N:32]2[CH2:33][CH2:34][N:35]([C:38](=[O:40])[CH3:39])[CH2:36][CH2:37]2)=[CH:30][CH:31]=1. (3) Given the reactants [Cl:1][C:2]1[CH:3]=[CH:4][C:5]([O:32][CH3:33])=[C:6]([CH:31]=1)[CH2:7][C@@H:8]([CH2:16][NH:17][CH2:18][C:19]1[C:24]([O:25][CH3:26])=[CH:23][C:22]([O:27][CH3:28])=[CH:21][C:20]=1[O:29][CH3:30])[C:9]([NH:11][CH2:12][C:13]([OH:15])=O)=[O:10].ON1C2C=CC=CC=2N=N1.Cl.CN(C)CCCN=C=NCC, predict the reaction product. The product is: [Cl:1][C:2]1[CH:3]=[CH:4][C:5]([O:32][CH3:33])=[C:6]([CH:31]=1)[CH2:7][C@H:8]1[CH2:16][N:17]([CH2:18][C:19]2[C:24]([O:25][CH3:26])=[CH:23][C:22]([O:27][CH3:28])=[CH:21][C:20]=2[O:29][CH3:30])[C:13](=[O:15])[CH2:12][NH:11][C:9]1=[O:10].